From a dataset of Full USPTO retrosynthesis dataset with 1.9M reactions from patents (1976-2016). Predict the reactants needed to synthesize the given product. (1) Given the product [CH3:39][C:38]([CH3:41])([CH3:40])[C:37]([O:1][CH2:2][CH2:3][CH2:4][O:5][C:6]1[CH:11]=[CH:10][C:9]([CH:12]2[CH2:17][CH2:16][N:15]([C:18]([O:20][C:21]([CH3:22])([CH3:23])[CH3:24])=[O:19])[CH2:14][CH:13]2[O:25][CH2:26][C:27]2[CH:36]=[CH:35][C:34]3[C:29](=[CH:30][CH:31]=[CH:32][CH:33]=3)[CH:28]=2)=[CH:8][CH:7]=1)=[O:42], predict the reactants needed to synthesize it. The reactants are: [OH:1][CH2:2][CH2:3][CH2:4][O:5][C:6]1[CH:11]=[CH:10][C:9]([CH:12]2[CH2:17][CH2:16][N:15]([C:18]([O:20][C:21]([CH3:24])([CH3:23])[CH3:22])=[O:19])[CH2:14][CH:13]2[O:25][CH2:26][C:27]2[CH:36]=[CH:35][C:34]3[C:29](=[CH:30][CH:31]=[CH:32][CH:33]=3)[CH:28]=2)=[CH:8][CH:7]=1.[C:37](Cl)(=[O:42])[C:38]([CH3:41])([CH3:40])[CH3:39]. (2) Given the product [NH2:25][C:28]1[CH:34]=[CH:33][C:32]([C:35]2[S:36][CH:37]=[CH:38][CH:39]=2)=[CH:31][C:29]=1[NH:30][C:1]([NH:2][CH:3]1[CH2:5][CH2:4]1)=[O:23], predict the reactants needed to synthesize it. The reactants are: [CH3:1][NH:2][CH2:3][CH2:4][CH3:5].C1(N)CC1.C1(C2C=CC([N+]([O-])=[O:23])=C(C=2)N)CCCC=1.[N+:25]([C:28]1[CH:34]=[CH:33][C:32]([C:35]2[S:36][CH:37]=[CH:38][CH:39]=2)=[CH:31][C:29]=1[NH2:30])([O-])=O. (3) The reactants are: C[O:2][C:3](=[O:16])[CH2:4][CH2:5][C:6]1[CH:15]=[CH:14][C:9]([C:10]([O:12][CH3:13])=[O:11])=[CH:8][CH:7]=1.[OH-].[Na+]. Given the product [CH3:13][O:12][C:10]([C:9]1[CH:14]=[CH:15][C:6]([CH2:5][CH2:4][C:3]([OH:16])=[O:2])=[CH:7][CH:8]=1)=[O:11], predict the reactants needed to synthesize it. (4) Given the product [O:1]1[C:5]2[CH:6]=[CH:7][CH:8]=[CH:9][C:4]=2[N:3]=[C:2]1[CH:11]1[C:12]2[C:13](=[CH:5][CH:6]=[CH:7][CH:8]=2)[CH2:2][N:3]([CH3:4])[CH2:10]1.[C:10]([OH:17])(=[O:16])/[CH:11]=[CH:12]\[C:13]([OH:15])=[O:14].[O:1]1[C:5]2[CH:6]=[CH:7][CH:8]=[CH:9][C:4]=2[N:3]=[C:2]1[CH:11]1[C:12]2[C:13](=[CH:5][CH:6]=[CH:7][CH:8]=2)[CH2:2][N:3]([CH3:4])[CH2:10]1, predict the reactants needed to synthesize it. The reactants are: [O:1]1[C:5]2[CH:6]=[CH:7][CH:8]=[CH:9][C:4]=2[N:3]=[CH:2]1.[C:10]([OH:17])(=[O:16])/[CH:11]=[CH:12]\[C:13]([OH:15])=[O:14]. (5) Given the product [N:27]1([CH2:8][CH2:7][N:5]2[CH:6]=[C:2]([Br:1])[N:3]=[C:4]2[CH:14]2[CH2:19][CH2:18][N:17]([C:20]([O:22][C:23]([CH3:26])([CH3:25])[CH3:24])=[O:21])[CH2:16][CH2:15]2)[CH2:30][CH2:29][CH2:28]1, predict the reactants needed to synthesize it. The reactants are: [Br:1][C:2]1[N:3]=[C:4]([CH:14]2[CH2:19][CH2:18][N:17]([C:20]([O:22][C:23]([CH3:26])([CH3:25])[CH3:24])=[O:21])[CH2:16][CH2:15]2)[N:5]([CH2:7][CH2:8]OS(C)(=O)=O)[CH:6]=1.[NH:27]1[CH2:30][CH2:29][CH2:28]1.CN(C=O)C. (6) Given the product [NH:11]1[C:12]2[C:17](=[CH:16][CH:15]=[CH:14][CH:13]=2)[C:9]([CH2:8][N:7]([CH3:6])[C:1](=[O:4])[CH:2]=[CH2:3])=[CH:10]1, predict the reactants needed to synthesize it. The reactants are: [C:1](Cl)(=[O:4])[CH:2]=[CH2:3].[CH3:6][NH:7][CH2:8][C:9]1[C:17]2[C:12](=[CH:13][CH:14]=[CH:15][CH:16]=2)[NH:11][CH:10]=1.CCN(CC)CC. (7) Given the product [Br:12][C:13]1[C:14]([CH3:21])=[C:15]([CH:19]=[N:9][NH:8][C:6](=[O:7])[C:5]2[CH:10]=[CH:11][C:2]([OH:1])=[CH:3][CH:4]=2)[NH:16][C:17]=1[CH3:18], predict the reactants needed to synthesize it. The reactants are: [OH:1][C:2]1[CH:11]=[CH:10][C:5]([C:6]([NH:8][NH2:9])=[O:7])=[CH:4][CH:3]=1.[Br:12][C:13]1[C:14]([CH3:21])=[C:15]([CH:19]=O)[NH:16][C:17]=1[CH3:18]. (8) Given the product [C:1]([C:5]1[N:6]=[C:7]([N:16]2[CH2:20][CH2:19][C:18]([F:21])([F:22])[CH2:17]2)[C:8]2[N:13]=[N:12][N:11]([CH2:14][C:15]3[CH:48]=[CH:49][CH:50]=[CH:45][C:46]=3[O:51][CH3:52])[C:9]=2[N:10]=1)([CH3:2])([CH3:3])[CH3:4], predict the reactants needed to synthesize it. The reactants are: [C:1]([C:5]1[N:6]=[C:7]([N:16]2[CH2:20][CH2:19][C:18]([F:22])([F:21])[CH2:17]2)[C:8]2[N:13]=[N:12][N:11]([CH2:14][CH3:15])[C:9]=2[N:10]=1)([CH3:4])([CH3:3])[CH3:2].C(C1N=C(N2CCC(F)(F)C2)C2N=NNC=2N=1)(C)(C)C.ClC[C:45]1[CH:50]=[CH:49][CH:48]=C[C:46]=1[O:51][CH3:52].